Dataset: Forward reaction prediction with 1.9M reactions from USPTO patents (1976-2016). Task: Predict the product of the given reaction. Given the reactants [CH3:1][N:2]1[CH2:24][CH2:23][C:5]2[N:6]([CH2:14][CH:15]([C:17]3[CH:22]=[CH:21][N:20]=[CH:19][CH:18]=3)[OH:16])[C:7]3[CH:8]=[CH:9][C:10]([CH3:13])=[CH:11][C:12]=3[C:4]=2[CH2:3]1.[H-].[Na+].Br[CH:28]1[CH2:32][CH2:31][CH2:30][CH2:29]1, predict the reaction product. The product is: [CH:28]1([O:16][CH:15]([C:17]2[CH:18]=[CH:19][N:20]=[CH:21][CH:22]=2)[CH2:14][N:6]2[C:7]3[CH:8]=[CH:9][C:10]([CH3:13])=[CH:11][C:12]=3[C:4]3[CH2:3][N:2]([CH3:1])[CH2:24][CH2:23][C:5]2=3)[CH2:32][CH2:31][CH2:30][CH2:29]1.